Predict the reactants needed to synthesize the given product. From a dataset of Full USPTO retrosynthesis dataset with 1.9M reactions from patents (1976-2016). (1) The reactants are: [C:1]([NH:11][CH:12]([C:15]([OH:17])=O)[CH2:13][OH:14])([O:3][CH2:4][C:5]1[CH:10]=[CH:9][CH:8]=[CH:7][CH:6]=1)=[O:2].CN1CCOCC1.C(OC(Cl)=O)C.[NH2:31][C:32]1[CH:33]=[C:34]([CH:39]=[CH:40][CH:41]=1)[C:35]([O:37][CH3:38])=[O:36]. Given the product [CH2:4]([O:3][C:1]([NH:11][C@H:12]([C:15]([NH:31][C:32]1[CH:33]=[C:34]([CH:39]=[CH:40][CH:41]=1)[C:35]([O:37][CH3:38])=[O:36])=[O:17])[CH2:13][OH:14])=[O:2])[C:5]1[CH:6]=[CH:7][CH:8]=[CH:9][CH:10]=1, predict the reactants needed to synthesize it. (2) Given the product [O:4]1[CH2:5][CH:6]([C:8]2[C:16]3[S:15][C:14]([NH:17][C:21]([N:34]4[CH2:35][CH2:36][CH:31]([OH:30])[CH2:32][CH2:33]4)=[O:22])=[N:13][C:12]=3[C:11]([O:18][CH3:19])=[CH:10][CH:9]=2)[CH2:7][O:1][CH2:2][CH2:3]1, predict the reactants needed to synthesize it. The reactants are: [O:1]1[CH2:7][CH:6]([C:8]2[C:16]3[S:15][C:14]([NH2:17])=[N:13][C:12]=3[C:11]([O:18][CH3:19])=[CH:10][CH:9]=2)[CH2:5][O:4][CH2:3][CH2:2]1.Cl[C:21](OC1C=CC=CC=1)=[O:22].[OH:30][CH:31]1[CH2:36][CH2:35][NH:34][CH2:33][CH2:32]1. (3) Given the product [CH2:36]([CH:38]1[CH2:43][CH2:42][C:41]([C:2]2[C:10]3[C:9]([NH:11][C:12]4[CH:13]=[C:14]([CH:21]=[CH:22][CH:23]=4)[O:15][CH2:16][C:17]([OH:19])=[O:18])=[N:8][CH:7]=[N:6][C:5]=3[O:4][C:3]=2[C:24]2[CH:25]=[CH:26][CH:27]=[CH:28][CH:29]=2)=[CH:40][CH2:39]1)[CH3:37], predict the reactants needed to synthesize it. The reactants are: Br[C:2]1[C:10]2[C:9]([NH:11][C:12]3[CH:13]=[C:14]([CH:21]=[CH:22][CH:23]=3)[O:15][CH2:16][C:17]([O:19]C)=[O:18])=[N:8][CH:7]=[N:6][C:5]=2[O:4][C:3]=1[C:24]1[CH:29]=[CH:28][CH:27]=[CH:26][CH:25]=1.C(=O)([O-])[O-].[Na+].[Na+].[CH2:36]([CH:38]1[CH2:43][CH2:42][C:41](B2OC(C)(C)C(C)(C)O2)=[CH:40][CH2:39]1)[CH3:37].